From a dataset of Reaction yield outcomes from USPTO patents with 853,638 reactions. Predict the reaction yield, written as a fraction of the theoretical maximum amount of product (1.0 means a 100% yield; for example, 0.34 means a 34% yield). (1) The reactants are Cl[C:2]1[C:3]([CH2:10][CH3:11])=[N:4][CH:5]=[C:6]([CH2:8][CH3:9])[N:7]=1.[CH2:12]1[C:20]2[C:15](=[CH:16][CH:17]=[CH:18][CH:19]=2)[C@@H:14]([NH2:21])[C@H:13]1[OH:22].CC(C)([O-])C.[Na+]. The catalyst is C1(C)C=CC=CC=1.C1C=CC(/C=C/C(/C=C/C2C=CC=CC=2)=O)=CC=1.C1C=CC(/C=C/C(/C=C/C2C=CC=CC=2)=O)=CC=1.C1C=CC(/C=C/C(/C=C/C2C=CC=CC=2)=O)=CC=1.[Pd].[Pd].C(P(C(C)(C)C)C1C=CC=CC=1C1C=CC=CC=1)(C)(C)C. The product is [CH2:10]([C:3]1[C:2]([NH:21][C@@H:14]2[C:15]3[C:20](=[CH:19][CH:18]=[CH:17][CH:16]=3)[CH2:12][C@@H:13]2[OH:22])=[N:7][C:6]([CH2:8][CH3:9])=[CH:5][N:4]=1)[CH3:11]. The yield is 0.650. (2) The reactants are Br[C:2]1[N:6]([C:7]([O:9][C:10]([CH3:13])([CH3:12])[CH3:11])=[O:8])[C:5]([C:14]([O:16][CH2:17][C:18]2[CH:23]=[CH:22][CH:21]=[CH:20][CH:19]=2)=[O:15])=[CH:4][CH:3]=1.[CH3:24][O:25][CH2:26][C@H:27]([CH3:45])[O:28][C:29]1[CH:30]=[C:31]([OH:44])[CH:32]=[C:33](B2OC(C)(C)C(C)(C)O2)[CH:34]=1.C(=O)([O-])[O-].[K+].[K+]. The catalyst is O1CCOCC1.O. The product is [OH:44][C:31]1[CH:32]=[C:33]([C:2]2[N:6]([C:7]([O:9][C:10]([CH3:13])([CH3:12])[CH3:11])=[O:8])[C:5]([C:14]([O:16][CH2:17][C:18]3[CH:23]=[CH:22][CH:21]=[CH:20][CH:19]=3)=[O:15])=[CH:4][CH:3]=2)[CH:34]=[C:29]([O:28][C@@H:27]([CH3:45])[CH2:26][O:25][CH3:24])[CH:30]=1. The yield is 0.750. (3) The reactants are [CH2:1]([N:8]1[C:11]2([CH2:14][NH:13][CH2:12]2)[CH2:10][CH2:9]1)[C:2]1[CH:7]=[CH:6][CH:5]=[CH:4][CH:3]=1.C(N(C(C)C)CC)(C)C.[N:24]([CH2:27][CH2:28][CH2:29][C:30]1[CH:35]=[CH:34][CH:33]=[CH:32][CH:31]=1)=[C:25]=[O:26]. The catalyst is ClCCl. The product is [C:30]1([CH2:29][CH2:28][CH2:27][NH:24][C:25]([N:13]2[CH2:12][C:11]3([N:8]([CH2:1][C:2]4[CH:7]=[CH:6][CH:5]=[CH:4][CH:3]=4)[CH2:9][CH2:10]3)[CH2:14]2)=[O:26])[CH:35]=[CH:34][CH:33]=[CH:32][CH:31]=1. The yield is 0.120. (4) The reactants are [CH2:1]([O:3][CH:4]([C:11]1[CH:16]=[CH:15][C:14]([OH:17])=[CH:13][CH:12]=1)[CH2:5][C:6]([O:8][CH2:9][CH3:10])=[O:7])[CH3:2].[N:18]1([C:23]2[CH:24]=[C:25]([CH2:29]O)[CH:26]=[CH:27][CH:28]=2)[CH:22]=[CH:21][CH:20]=[CH:19]1.C1(P(C2C=CC=CC=2)C2C=CC=CC=2)C=CC=CC=1.C1(C)C=CC=CC=1.N(C(OCC)=O)=NC(OCC)=O. The catalyst is O1CCCC1. The product is [CH2:1]([O:3][CH:4]([C:11]1[CH:12]=[CH:13][C:14]([O:17][CH2:29][C:25]2[CH:26]=[CH:27][CH:28]=[C:23]([N:18]3[CH:22]=[CH:21][CH:20]=[CH:19]3)[CH:24]=2)=[CH:15][CH:16]=1)[CH2:5][C:6]([O:8][CH2:9][CH3:10])=[O:7])[CH3:2]. The yield is 0.650. (5) The reactants are [NH2:1][C:2]1[CH:3]=[C:4]([C:8]2[C:16]3[C:11](=[CH:12][CH:13]=[C:14]([C:17]([NH2:19])=[O:18])[CH:15]=3)[N:10](C3CCCCO3)[N:9]=2)[CH:5]=[CH:6][CH:7]=1.[F:26][C:27]1[CH:32]=[CH:31][C:30]([CH2:33][CH2:34][C:35](O)=[O:36])=[CH:29][CH:28]=1.CCN=C=NCCCN(C)C. No catalyst specified. The product is [F:26][C:27]1[CH:28]=[CH:29][C:30]([CH2:33][CH2:34][C:35]([NH:1][C:2]2[CH:3]=[C:4]([C:8]3[C:16]4[C:11](=[CH:12][CH:13]=[C:14]([C:17]([NH2:19])=[O:18])[CH:15]=4)[NH:10][N:9]=3)[CH:5]=[CH:6][CH:7]=2)=[O:36])=[CH:31][CH:32]=1. The yield is 0.0900.